This data is from Forward reaction prediction with 1.9M reactions from USPTO patents (1976-2016). The task is: Predict the product of the given reaction. (1) Given the reactants [F:1][C:2]1[CH:10]=[CH:9][CH:8]=[C:7]2[C:3]=1[CH2:4][CH:5]([NH:12]C(=O)OC(C)(C)C)[CH:6]2[OH:11].C(O)(C(F)(F)F)=O, predict the reaction product. The product is: [NH2:12][CH:5]1[CH2:4][C:3]2[C:7](=[CH:8][CH:9]=[CH:10][C:2]=2[F:1])[CH:6]1[OH:11]. (2) Given the reactants [F:1][CH:2]([F:32])[C:3]1[N:7]([C:8]2[CH:13]=[C:12]([N:14]3[CH2:19][CH2:18][O:17][CH2:16][CH2:15]3)[N:11]=[C:10]([NH:20][C@H:21]3[CH2:26][CH2:25][C@H:24]([NH2:27])[CH2:23][CH2:22]3)[N:9]=2)[C:6]2[CH:28]=[CH:29][CH:30]=[CH:31][C:5]=2[N:4]=1.[CH:33](=O)[CH3:34].C(O[BH-](OC(=O)C)OC(=O)C)(=O)C.C(=O)C1C=CC=CC=1, predict the reaction product. The product is: [F:32][CH:2]([F:1])[C:3]1[N:7]([C:8]2[CH:13]=[C:12]([N:14]3[CH2:15][CH2:16][O:17][CH2:18][CH2:19]3)[N:11]=[C:10]([NH:20][C@H:21]3[CH2:22][CH2:23][C@H:24]([NH:27][CH2:33][CH3:34])[CH2:25][CH2:26]3)[N:9]=2)[C:6]2[CH:28]=[CH:29][CH:30]=[CH:31][C:5]=2[N:4]=1. (3) The product is: [Pd:1].[C:17]1([P:10]([C:4]2[CH:5]=[CH:6][CH:7]=[CH:8][CH:9]=2)[C:11]2[CH:16]=[CH:15][CH:14]=[CH:13][CH:12]=2)[CH:18]=[CH:19][CH:20]=[CH:21][CH:22]=1.[C:17]1([P:10]([C:4]2[CH:5]=[CH:6][CH:7]=[CH:8][CH:9]=2)[C:11]2[CH:16]=[CH:15][CH:14]=[CH:13][CH:12]=2)[CH:18]=[CH:19][CH:20]=[CH:21][CH:22]=1.[C:17]1([P:10]([C:4]2[CH:5]=[CH:6][CH:7]=[CH:8][CH:9]=2)[C:11]2[CH:16]=[CH:15][CH:14]=[CH:13][CH:12]=2)[CH:18]=[CH:19][CH:20]=[CH:21][CH:22]=1.[C:17]1([P:10]([C:4]2[CH:5]=[CH:6][CH:7]=[CH:8][CH:9]=2)[C:11]2[CH:16]=[CH:15][CH:14]=[CH:13][CH:12]=2)[CH:18]=[CH:19][CH:20]=[CH:21][CH:22]=1. Given the reactants [Pd:1](Cl)Cl.[C:4]1([P:10]([C:17]2[CH:22]=[CH:21][CH:20]=[CH:19][CH:18]=2)[C:11]2[CH:16]=[CH:15][CH:14]=[CH:13][CH:12]=2)[CH:9]=[CH:8][CH:7]=[CH:6][CH:5]=1.NN, predict the reaction product. (4) Given the reactants [CH2:1]([NH:4][C:5]1[C:10]([C:11]([NH2:13])=[O:12])=[CH:9][N:8]=[CH:7][N:6]=1)[CH2:2][CH3:3].[C:14]([N:21]([CH3:27])[C@H:22]([C:24]([OH:26])=O)[CH3:23])([O:16][C:17]([CH3:20])([CH3:19])[CH3:18])=[O:15].Cl.C(N=C=N[CH2:34][CH2:35][CH2:36][N:37](C)C)C.[OH2:40].O[N:42]1[C:46]2[CH:47]=[CH:48][CH:49]=[CH:50][C:45]=2N=N1.C([N:53]([CH2:56]C)CC)C, predict the reaction product. The product is: [C:56]([C:49]1[CH:50]=[CH:45][C:46]([NH:42][C:7]2[N:6]=[C:5]([NH:4][CH2:1][CH2:2][CH3:3])[C:10]([C:11]([NH:13][CH2:34][CH2:35][CH2:36][NH:37][C:24](=[O:26])[C@@H:22]([N:21]([CH3:27])[C:14](=[O:15])[O:16][C:17]([CH3:18])([CH3:19])[CH3:20])[CH3:23])=[O:12])=[CH:9][N:8]=2)=[CH:47][CH:48]=1)(=[O:40])[NH2:53]. (5) Given the reactants [C:1]([NH:9][C:10]1[CH:22]=[C:21](Br)[CH:20]=[CH:19][C:11]=1[C:12]([O:14][C:15]([CH3:18])([CH3:17])[CH3:16])=[O:13])(=[O:8])[C:2]1[CH:7]=[CH:6][CH:5]=[CH:4][CH:3]=1.[CH2:24](C([Sn])=C(CCCC)CCCC)[CH2:25]CC, predict the reaction product. The product is: [C:1]([NH:9][C:10]1[CH:22]=[C:21]([CH:24]=[CH2:25])[CH:20]=[CH:19][C:11]=1[C:12]([O:14][C:15]([CH3:18])([CH3:17])[CH3:16])=[O:13])(=[O:8])[C:2]1[CH:7]=[CH:6][CH:5]=[CH:4][CH:3]=1.